This data is from Catalyst prediction with 721,799 reactions and 888 catalyst types from USPTO. The task is: Predict which catalyst facilitates the given reaction. (1) Reactant: C(OC([N:8]1[CH2:13][CH2:12][CH:11]([NH:14][C:15]2[CH:20]=[CH:19][C:18]([Cl:21])=[CH:17][CH:16]=2)[CH2:10][CH2:9]1)=O)(C)(C)C.Cl.[OH-].[Na+]. Product: [Cl:21][C:18]1[CH:19]=[CH:20][C:15]([NH:14][CH:11]2[CH2:12][CH2:13][NH:8][CH2:9][CH2:10]2)=[CH:16][CH:17]=1. The catalyst class is: 13. (2) Reactant: [C:1]([O:5][C:6]([NH:8][C@H:9]([C:11]1[CH:19]=[CH:18][C:14]([C:15]([OH:17])=O)=[C:13]([F:20])[CH:12]=1)[CH3:10])=[O:7])([CH3:4])([CH3:3])[CH3:2].[NH2:21][C@H:22]1[CH2:27][CH2:26][C@H:25]([OH:28])[CH2:24][CH2:23]1.CCN(C(C)C)C(C)C.CN(C(ON1N=NC2C=CC=NC1=2)=[N+](C)C)C.F[P-](F)(F)(F)(F)F. Product: [F:20][C:13]1[CH:12]=[C:11]([C@@H:9]([NH:8][C:6](=[O:7])[O:5][C:1]([CH3:2])([CH3:3])[CH3:4])[CH3:10])[CH:19]=[CH:18][C:14]=1[C:15](=[O:17])[NH:21][C@H:22]1[CH2:27][CH2:26][C@H:25]([OH:28])[CH2:24][CH2:23]1. The catalyst class is: 37. (3) Reactant: [H-].[H-].[H-].[H-].[Li+].[Al+3].[CH2:7]([C:9]1[CH:14]=[CH:13][C:12]([CH:15]=[C:16]([N+:19]([O-])=O)[CH2:17][CH3:18])=[CH:11][C:10]=1[O:22][CH3:23])[CH3:8].O.[OH-].[Na+]. Product: [CH2:7]([C:9]1[CH:14]=[CH:13][C:12]([CH2:15][CH:16]([NH2:19])[CH2:17][CH3:18])=[CH:11][C:10]=1[O:22][CH3:23])[CH3:8]. The catalyst class is: 1. (4) Product: [Cl:1][C:2]1[CH:3]=[C:4]([C:8]2[N:16]=[C:15]([C:17]#[N:18])[N:14]=[C:13]3[C:9]=2[N:10]([CH2:27][C@H:28]2[CH2:29][CH2:30][C@H:31]([CH3:34])[CH2:32][CH2:33]2)[C:11]([CH:19]([CH:21]2[CH2:22][CH2:23][O:24][CH2:25][CH2:26]2)[CH3:20])=[N:12]3)[CH:5]=[CH:6][CH:7]=1. Reactant: [Cl:1][C:2]1[CH:3]=[C:4]([C:8]2[N:16]=[C:15]([C:17]#[N:18])[N:14]=[C:13]3[C:9]=2[N:10]([CH2:27][C@H:28]2[CH2:33][CH2:32][C@H:31]([CH3:34])[CH2:30][CH2:29]2)[C:11]([C:19]([CH:21]2[CH2:26][CH2:25][O:24][CH2:23][CH2:22]2)=[CH2:20])=[N:12]3)[CH:5]=[CH:6][CH:7]=1. The catalyst class is: 19.